Dataset: Full USPTO retrosynthesis dataset with 1.9M reactions from patents (1976-2016). Task: Predict the reactants needed to synthesize the given product. (1) Given the product [CH3:15][O:14][C:12]1[CH:13]=[C:8]([C:5]2[CH:6]=[N:7][C:2]([N:62]3[CH2:63][C:60]4([CH2:57][O:58][CH2:59]4)[CH2:61]3)=[CH:3][C:4]=2[NH2:16])[CH:9]=[N:10][CH:11]=1, predict the reactants needed to synthesize it. The reactants are: Cl[C:2]1[N:7]=[CH:6][C:5]([C:8]2[CH:9]=[N:10][CH:11]=[C:12]([O:14][CH3:15])[CH:13]=2)=[C:4]([NH2:16])[CH:3]=1.C1(P(C2CCCCC2)C2C=CC=CC=2C2C(C(C)C)=CC(C(C)C)=CC=2C(C)C)CCCCC1.C([O-])(=O)C([O-])=O.[CH2:57]1[C:60]2([CH2:63][NH2+:62][CH2:61]2)[CH2:59][O:58]1.[CH2:57]1[C:60]2([CH2:63][NH2+:62][CH2:61]2)[CH2:59][O:58]1.[Li+].C[Si]([N-][Si](C)(C)C)(C)C. (2) Given the product [O:4]1[C:5]2([CH2:6][CH2:7][CH:8]([N:18]3[CH:23]=[CH:22][CH:21]=[CH:20][C:19]3=[O:24])[CH2:9][CH2:10]2)[O:1][CH2:2][CH2:3]1, predict the reactants needed to synthesize it. The reactants are: [O:1]1[C:5]2([CH2:10][CH2:9][C:8](C3C(O)=CC=CN=3)=[CH:7][CH2:6]2)[O:4][CH2:3][CH2:2]1.[NH:18]1[CH:23]=[CH:22][CH:21]=[CH:20][C:19]1=[O:24].C([O-])([O-])=O.[Cs+].[Cs+].